The task is: Predict the product of the given reaction.. This data is from Forward reaction prediction with 1.9M reactions from USPTO patents (1976-2016). (1) Given the reactants [C:1]([O:4][C@@H:5]1[C@@:16]([OH:18])([CH3:17])[CH2:15][CH2:14][C@@H:13]([OH:19])[CH2:12][C:11](=[O:20])[NH:10][C@H:9](/[C:21](/[CH3:25])=[CH:22]/[CH:23]=[CH2:24])[CH2:8][CH:7]=[CH:6]1)(=[O:3])[CH3:2].[OH:26][C@@H:27]([CH2:39][CH3:40])[C@H:28]([C@H:30]1[O:32][C@@H:31]1[CH2:33][C@@:34](C=C)([CH3:36])[OH:35])[CH3:29], predict the reaction product. The product is: [C:1]([O:4][C@@H:5]1[C@@:16]([OH:18])([CH3:17])[CH2:15][CH2:14][C@@H:13]([OH:19])[CH2:12][C:11](=[O:20])[NH:10][C@H:9](/[C:21](/[CH3:25])=[CH:22]/[CH:23]=[CH:24]/[C@:34]([CH3:36])([OH:35])[CH2:33][C@H:31]2[O:32][C@@H:30]2[C@H:28]([CH3:29])[C@@H:27]([OH:26])[CH2:39][CH3:40])[CH2:8][CH:7]=[CH:6]1)(=[O:3])[CH3:2]. (2) Given the reactants [Cl:1][C:2]1[N:7]=[CH:6][C:5]2[CH:8]=[N:9][NH:10][C:4]=2[CH:3]=1.[H-].[Na+].Br[CH:14]([CH3:16])[CH3:15], predict the reaction product. The product is: [Cl:1][C:2]1[N:7]=[CH:6][C:5]2[CH:8]=[N:9][N:10]([CH:14]([CH3:16])[CH3:15])[C:4]=2[CH:3]=1. (3) Given the reactants [Cl:1][C:2]1[CH:3]=[C:4]([C:9]2[CH2:10][CH2:11][NH:12][CH2:13][CH:14]=2)[CH:5]=[CH:6][C:7]=1[Cl:8].Cl, predict the reaction product. The product is: [Cl:1][C:2]1[CH:3]=[C:4]([CH:9]2[CH2:14][CH2:13][NH:12][CH2:11][CH2:10]2)[CH:5]=[CH:6][C:7]=1[Cl:8]. (4) Given the reactants [CH3:1][C:2]([CH3:63])([CH2:10][C:11]([O:13][C@H:14]1[CH2:31][CH2:30][C@@:29]2([CH3:32])[C@@H:16]([CH2:17][CH2:18][C@:19]3([CH3:60])[C@@H:28]2[CH2:27][CH2:26][C@H:25]2[C@@:20]3([CH3:59])[CH2:21][CH2:22][C@@:23]3([C@@H:40]([OH:58])[CH2:41][N:42](C(OC(C)(C)C)=O)[CH2:43][C:44]4[CH:49]=[CH:48][C:47]([Cl:50])=[CH:46][CH:45]=4)[CH2:35][C:34](=[O:36])[C:33]([CH:37]([CH3:39])[CH3:38])=[C:24]32)[C:15]1([CH3:62])[CH3:61])=[O:12])[C:3]([O:5]C(C)(C)C)=[O:4].C(O)(C(F)(F)F)=O, predict the reaction product. The product is: [Cl:50][C:47]1[CH:46]=[CH:45][C:44]([CH2:43][NH:42][CH2:41][C@@H:40]([C@:23]23[CH2:35][C:34](=[O:36])[C:33]([CH:37]([CH3:38])[CH3:39])=[C:24]2[C@@H:25]2[C@@:20]([CH3:59])([CH2:21][CH2:22]3)[C@@:19]3([CH3:60])[C@@H:28]([C@:29]4([CH3:32])[C@@H:16]([CH2:17][CH2:18]3)[C:15]([CH3:61])([CH3:62])[C@@H:14]([O:13][C:11](=[O:12])[CH2:10][C:2]([CH3:1])([CH3:63])[C:3]([OH:5])=[O:4])[CH2:31][CH2:30]4)[CH2:27][CH2:26]2)[OH:58])=[CH:49][CH:48]=1. (5) Given the reactants CS([N:5]1[C:13]2[C:8](=[CH:9][CH:10]=[C:11]([C:14]3[O:15][C:16]([CH2:19][S:20][CH2:21][CH2:22][O:23][C:24]4[CH:29]=[CH:28][CH:27]=[CH:26][CH:25]=4)=[N:17][N:18]=3)[CH:12]=2)[CH:7]=[C:6]1[CH2:30][N:31]([CH3:33])[CH3:32])(=O)=O.CN(C)CC1NC2C(C=1)=CC(C1OC(CSCCOC3C=CC=CC=3)=NN=1)=CC=2, predict the reaction product. The product is: [CH3:32][N:31]([CH3:33])[CH2:30][C:6]1[NH:5][C:13]2[C:8]([CH:7]=1)=[CH:9][CH:10]=[C:11]([C:14]1[O:15][C:16]([CH2:19][S:20][CH2:21][CH2:22][O:23][C:24]3[CH:29]=[CH:28][CH:27]=[CH:26][CH:25]=3)=[N:17][N:18]=1)[CH:12]=2.